From a dataset of Reaction yield outcomes from USPTO patents with 853,638 reactions. Predict the reaction yield, written as a fraction of the theoretical maximum amount of product (1.0 means a 100% yield; for example, 0.34 means a 34% yield). The reactants are [S:1]1[CH:5]=[CH:4][N:3]=[CH:2]1.[Br:6][CH2:7][C:8]([C:10]1[CH:15]=[CH:14][C:13]([N+:16]([O-:18])=[O:17])=[CH:12][CH:11]=1)=[O:9]. The catalyst is C(O)C. The product is [Br-:6].[N+:16]([C:13]1[CH:12]=[CH:11][C:10]([C:8](=[O:9])[CH2:7][C:2]2[S:1][CH:5]=[CH:4][NH+:3]=2)=[CH:15][CH:14]=1)([O-:18])=[O:17]. The yield is 0.710.